Predict the product of the given reaction. From a dataset of Forward reaction prediction with 1.9M reactions from USPTO patents (1976-2016). (1) Given the reactants [N:1]1([C:7]2[CH:12]=[CH:11][C:10]([NH:13][C:14]([C:16]3[CH:25]=[C:24]([N:26]([CH3:28])[CH3:27])[C:23]4[C:18](=[C:19](Br)[CH:20]=[C:21]([O:29][CH3:30])[CH:22]=4)[N:17]=3)=[O:15])=[CH:9][CH:8]=2)[CH2:6][CH2:5][O:4][CH2:3][CH2:2]1.[CH3:32][N:33]1[CH2:38][CH2:37][NH:36][CH2:35][CH2:34]1.C1C=CC(P(C2C(C3C(P(C4C=CC=CC=4)C4C=CC=CC=4)=CC=C4C=3C=CC=C4)=C3C(C=CC=C3)=CC=2)C2C=CC=CC=2)=CC=1.C(=O)([O-])[O-].[Cs+].[Cs+], predict the reaction product. The product is: [N:1]1([C:7]2[CH:12]=[CH:11][C:10]([NH:13][C:14]([C:16]3[CH:25]=[C:24]([N:26]([CH3:28])[CH3:27])[C:23]4[C:18](=[C:19]([N:36]5[CH2:37][CH2:38][N:33]([CH3:32])[CH2:34][CH2:35]5)[CH:20]=[C:21]([O:29][CH3:30])[CH:22]=4)[N:17]=3)=[O:15])=[CH:9][CH:8]=2)[CH2:6][CH2:5][O:4][CH2:3][CH2:2]1. (2) The product is: [C:1]([O:5][C:6]([NH:8][CH2:9][CH2:10][C:11]1[CH:12]=[CH:13][C:14]([S:17]([C:20]2[CH:21]=[CH:22][C:23]([O:30][CH2:38][C:39]([O:41][CH2:42][CH3:43])=[O:40])=[C:24]([CH:29]=2)[C:25]([O:27][CH3:28])=[O:26])(=[O:19])=[O:18])=[CH:15][CH:16]=1)=[O:7])([CH3:3])([CH3:2])[CH3:4]. Given the reactants [C:1]([O:5][C:6]([NH:8][CH2:9][CH2:10][C:11]1[CH:16]=[CH:15][C:14]([S:17]([C:20]2[CH:21]=[CH:22][C:23]([OH:30])=[C:24]([CH:29]=2)[C:25]([O:27][CH3:28])=[O:26])(=[O:19])=[O:18])=[CH:13][CH:12]=1)=[O:7])([CH3:4])([CH3:3])[CH3:2].C(=O)([O-])[O-].[K+].[K+].Br[CH2:38][C:39]([O:41][CH2:42][CH3:43])=[O:40].O, predict the reaction product. (3) Given the reactants [I:1][C:2]1[CH:3]=[CH:4][C:5]([NH:11][CH:12]2[CH2:17][CH2:16][O:15][CH2:14][CH2:13]2)=[C:6]([CH:10]=1)[C:7]([OH:9])=O.CN(C(ON1N=NC2C=CC=CC1=2)=[N+](C)C)C.F[P-](F)(F)(F)(F)F.CCN(C(C)C)C(C)C.[CH2:51]([NH2:62])[C:52]1[CH:61]=[CH:60][C:57]([O:58][CH3:59])=[C:54]([O:55][CH3:56])[CH:53]=1, predict the reaction product. The product is: [CH3:56][O:55][C:54]1[CH:53]=[C:52]([CH:61]=[CH:60][C:57]=1[O:58][CH3:59])[CH2:51][NH:62][C:7](=[O:9])[C:6]1[CH:10]=[C:2]([I:1])[CH:3]=[CH:4][C:5]=1[NH:11][CH:12]1[CH2:17][CH2:16][O:15][CH2:14][CH2:13]1. (4) The product is: [Cl:12][C:9]1[CH:10]=[C:11]2[C:6](=[CH:7][CH:8]=1)[N:5]=[C:4]([N:13]1[CH2:19][C:18]3[CH:20]=[CH:21][CH:22]=[CH:23][C:17]=3[S:16][CH2:15][CH2:14]1)[CH:3]=[C:2]2[NH:26][CH2:25][CH2:24][NH2:27]. Given the reactants Cl[C:2]1[C:11]2[C:6](=[CH:7][CH:8]=[C:9]([Cl:12])[CH:10]=2)[N:5]=[C:4]([N:13]2[CH2:19][C:18]3[CH:20]=[CH:21][CH:22]=[CH:23][C:17]=3[S:16][CH2:15][CH2:14]2)[CH:3]=1.[CH2:24]([NH2:27])[CH2:25][NH2:26], predict the reaction product. (5) Given the reactants C[C:2](C)([C:6]([O-:8])=[O:7])C([O-])=O.[H-].[Na+].[C:12]12[C:18](=[CH:19][CH:20]=[CH:21][CH:22]=1)[NH:17][C:16](=[O:23])[O:15][C:13]2=O.Cl.[CH3:25]N(C=O)C, predict the reaction product. The product is: [OH:15][C:13]1[C:12]2[C:18](=[CH:19][CH:20]=[CH:21][CH:22]=2)[NH:17][C:16](=[O:23])[C:2]=1[C:6]([O:8][CH3:25])=[O:7]. (6) The product is: [CH2:18]([O:20][CH:21]([O:24][CH2:25][CH3:26])[CH2:22][CH:4]([C:7]1[CH:12]=[CH:11][CH:10]=[CH:9][C:8]=1[O:13][C:14]([F:15])([F:16])[F:17])[C:5]#[N:6])[CH3:19]. Given the reactants C([CH:4]([C:7]1[CH:12]=[CH:11][CH:10]=[CH:9][C:8]=1[O:13][C:14]([F:17])([F:16])[F:15])[C:5]#[N:6])C=C.[CH2:18]([O:20][CH:21]([O:24][CH2:25][CH3:26])[CH2:22]Br)[CH3:19], predict the reaction product. (7) The product is: [C:10]1([NH:16][C:17](=[O:18])[O:47][C@H:44]2[CH2:43][CH2:42][C@H:41]([C:28]3[CH:29]=[CH:30][C:31]([O:33][Si:34]([C:37]([CH3:38])([CH3:39])[CH3:40])([CH3:36])[CH3:35])=[CH:32][C:27]=3[O:26][Si:19]([C:22]([CH3:23])([CH3:24])[CH3:25])([CH3:21])[CH3:20])[CH2:46][CH2:45]2)[CH:15]=[CH:14][CH:13]=[CH:12][CH:11]=1. Given the reactants C(N(CC)C(C)C)(C)C.[C:10]1([N:16]=[C:17]=[O:18])[CH:15]=[CH:14][CH:13]=[CH:12][CH:11]=1.[Si:19]([O:26][C:27]1[CH:32]=[C:31]([O:33][Si:34]([C:37]([CH3:40])([CH3:39])[CH3:38])([CH3:36])[CH3:35])[CH:30]=[CH:29][C:28]=1[C@H:41]1[CH2:46][CH2:45][C@H:44]([OH:47])[CH2:43][CH2:42]1)([C:22]([CH3:25])([CH3:24])[CH3:23])([CH3:21])[CH3:20], predict the reaction product.